Dataset: Reaction yield outcomes from USPTO patents with 853,638 reactions. Task: Predict the reaction yield, written as a fraction of the theoretical maximum amount of product (1.0 means a 100% yield; for example, 0.34 means a 34% yield). (1) The reactants are [CH2:1]([O:19][CH:20]([CH2:64][O:65][CH2:66][CH2:67][CH2:68][CH2:69][CH2:70][CH2:71][CH2:72][CH2:73][CH2:74][CH2:75][CH2:76][CH2:77][CH2:78][CH2:79][CH2:80][CH2:81][CH2:82][CH3:83])[CH2:21][O:22][C:23](=[O:63])[NH:24][CH2:25][CH2:26][CH2:27][CH2:28][CH2:29][C:30]([N:32]1[CH2:36][CH:35]([OH:37])[CH2:34][CH:33]1[CH:38]([C:57]1[CH:62]=[CH:61][CH:60]=[CH:59][CH:58]=1)[O:39][CH:40]([C:49]1[CH:54]=[CH:53][C:52]([O:55][CH3:56])=[CH:51][CH:50]=1)[C:41]1[CH:46]=[CH:45][C:44]([O:47][CH3:48])=[CH:43][CH:42]=1)=[O:31])[CH2:2][CH2:3][CH2:4][CH2:5][CH2:6][CH2:7][CH2:8][CH2:9][CH2:10][CH2:11][CH2:12][CH2:13][CH2:14][CH2:15][CH2:16][CH2:17][CH3:18].[C:84]1(=[O:90])[O:89][C:87](=[O:88])[CH2:86][CH2:85]1.C(N(CC)CC)C. The catalyst is CN(C1C=CN=CC=1)C.ClCCl. The product is [CH3:48][O:47][C:44]1[CH:43]=[CH:42][C:41]([CH:40]([C:49]2[CH:50]=[CH:51][C:52]([O:55][CH3:56])=[CH:53][CH:54]=2)[O:39][CH:38]([C:57]2[CH:62]=[CH:61][CH:60]=[CH:59][CH:58]=2)[CH:33]2[N:32]([C:30](=[O:31])[CH2:29][CH2:28][CH2:27][CH2:26][CH2:25][NH:24][C:23]([O:22][CH2:21][CH:20]([O:19][CH2:1][CH2:2][CH2:3][CH2:4][CH2:5][CH2:6][CH2:7][CH2:8][CH2:9][CH2:10][CH2:11][CH2:12][CH2:13][CH2:14][CH2:15][CH2:16][CH2:17][CH3:18])[CH2:64][O:65][CH2:66][CH2:67][CH2:68][CH2:69][CH2:70][CH2:71][CH2:72][CH2:73][CH2:74][CH2:75][CH2:76][CH2:77][CH2:78][CH2:79][CH2:80][CH2:81][CH2:82][CH3:83])=[O:63])[CH2:36][CH:35]([O:37][C:84](=[O:90])[CH2:85][CH2:86][C:87]([OH:89])=[O:88])[CH2:34]2)=[CH:46][CH:45]=1. The yield is 0.470. (2) The reactants are [Cl:1][C:2]1[CH:19]=[CH:18][C:5]2[N:6]([C@H:11]3[CH2:15][CH2:14][S:13](=[O:17])(=[O:16])[CH2:12]3)[C:7]([CH2:9]Cl)=[N:8][C:4]=2[CH:3]=1.[CH3:20][S:21]([C:24]1[C:32]2[C:27](=[CH:28][N:29]=[CH:30][CH:31]=2)[NH:26][N:25]=1)(=[O:23])=[O:22].C([O-])([O-])=O.[Cs+].[Cs+]. The catalyst is CN(C=O)C. The product is [Cl:1][C:2]1[CH:19]=[CH:18][C:5]2[N:6]([C@@H:11]3[CH2:15][CH2:14][S:13](=[O:17])(=[O:16])[CH2:12]3)[C:7]([CH2:9][N:26]3[C:27]4=[CH:28][N:29]=[CH:30][CH:31]=[C:32]4[C:24]([S:21]([CH3:20])(=[O:22])=[O:23])=[N:25]3)=[N:8][C:4]=2[CH:3]=1. The yield is 0.346.